From a dataset of NCI-60 drug combinations with 297,098 pairs across 59 cell lines. Regression. Given two drug SMILES strings and cell line genomic features, predict the synergy score measuring deviation from expected non-interaction effect. (1) Drug 1: CN1CCC(CC1)COC2=C(C=C3C(=C2)N=CN=C3NC4=C(C=C(C=C4)Br)F)OC. Drug 2: C1=CN(C(=O)N=C1N)C2C(C(C(O2)CO)O)O.Cl. Cell line: OVCAR-5. Synergy scores: CSS=46.5, Synergy_ZIP=0.609, Synergy_Bliss=6.30, Synergy_Loewe=5.70, Synergy_HSA=9.74. (2) Drug 1: CCC1=CC2CC(C3=C(CN(C2)C1)C4=CC=CC=C4N3)(C5=C(C=C6C(=C5)C78CCN9C7C(C=CC9)(C(C(C8N6C)(C(=O)OC)O)OC(=O)C)CC)OC)C(=O)OC.C(C(C(=O)O)O)(C(=O)O)O. Drug 2: CN(CCCl)CCCl.Cl. Cell line: NCI/ADR-RES. Synergy scores: CSS=5.43, Synergy_ZIP=-1.58, Synergy_Bliss=-2.31, Synergy_Loewe=-3.83, Synergy_HSA=-3.83. (3) Drug 1: CCN(CC)CCCC(C)NC1=C2C=C(C=CC2=NC3=C1C=CC(=C3)Cl)OC. Drug 2: C1CN(CCN1C(=O)CCBr)C(=O)CCBr. Cell line: NCI-H522. Synergy scores: CSS=38.7, Synergy_ZIP=-10.7, Synergy_Bliss=-0.543, Synergy_Loewe=2.11, Synergy_HSA=4.57. (4) Cell line: MDA-MB-231. Drug 1: CC1=C2C(C(=O)C3(C(CC4C(C3C(C(C2(C)C)(CC1OC(=O)C(C(C5=CC=CC=C5)NC(=O)C6=CC=CC=C6)O)O)OC(=O)C7=CC=CC=C7)(CO4)OC(=O)C)O)C)OC(=O)C. Synergy scores: CSS=0.188, Synergy_ZIP=2.69, Synergy_Bliss=2.68, Synergy_Loewe=1.32, Synergy_HSA=0.785. Drug 2: CC12CCC3C(C1CCC2O)C(CC4=C3C=CC(=C4)O)CCCCCCCCCS(=O)CCCC(C(F)(F)F)(F)F. (5) Drug 1: CC(CN1CC(=O)NC(=O)C1)N2CC(=O)NC(=O)C2. Drug 2: C1CN(CCN1C(=O)CCBr)C(=O)CCBr. Cell line: 786-0. Synergy scores: CSS=21.8, Synergy_ZIP=-5.66, Synergy_Bliss=-1.36, Synergy_Loewe=-3.23, Synergy_HSA=-1.17. (6) Drug 1: C(CCl)NC(=O)N(CCCl)N=O. Drug 2: COCCOC1=C(C=C2C(=C1)C(=NC=N2)NC3=CC=CC(=C3)C#C)OCCOC.Cl. Cell line: HT29. Synergy scores: CSS=-1.35, Synergy_ZIP=5.68, Synergy_Bliss=6.54, Synergy_Loewe=-0.587, Synergy_HSA=-1.83. (7) Drug 1: CC(CN1CC(=O)NC(=O)C1)N2CC(=O)NC(=O)C2. Drug 2: C1=CC=C(C(=C1)C(C2=CC=C(C=C2)Cl)C(Cl)Cl)Cl. Cell line: UACC62. Synergy scores: CSS=15.8, Synergy_ZIP=-2.85, Synergy_Bliss=0.632, Synergy_Loewe=-1.11, Synergy_HSA=0.593. (8) Drug 1: CCN(CC)CCNC(=O)C1=C(NC(=C1C)C=C2C3=C(C=CC(=C3)F)NC2=O)C. Drug 2: CCC1(CC2CC(C3=C(CCN(C2)C1)C4=CC=CC=C4N3)(C5=C(C=C6C(=C5)C78CCN9C7C(C=CC9)(C(C(C8N6C)(C(=O)OC)O)OC(=O)C)CC)OC)C(=O)OC)O.OS(=O)(=O)O. Cell line: KM12. Synergy scores: CSS=23.3, Synergy_ZIP=2.43, Synergy_Bliss=2.95, Synergy_Loewe=0.578, Synergy_HSA=0.862. (9) Drug 1: CC(C1=C(C=CC(=C1Cl)F)Cl)OC2=C(N=CC(=C2)C3=CN(N=C3)C4CCNCC4)N. Drug 2: CC1=C(N=C(N=C1N)C(CC(=O)N)NCC(C(=O)N)N)C(=O)NC(C(C2=CN=CN2)OC3C(C(C(C(O3)CO)O)O)OC4C(C(C(C(O4)CO)O)OC(=O)N)O)C(=O)NC(C)C(C(C)C(=O)NC(C(C)O)C(=O)NCCC5=NC(=CS5)C6=NC(=CS6)C(=O)NCCC[S+](C)C)O. Cell line: 786-0. Synergy scores: CSS=0.120, Synergy_ZIP=-2.76, Synergy_Bliss=-6.11, Synergy_Loewe=-23.2, Synergy_HSA=-5.59. (10) Drug 1: CCC1=CC2CC(C3=C(CN(C2)C1)C4=CC=CC=C4N3)(C5=C(C=C6C(=C5)C78CCN9C7C(C=CC9)(C(C(C8N6C)(C(=O)OC)O)OC(=O)C)CC)OC)C(=O)OC.C(C(C(=O)O)O)(C(=O)O)O. Drug 2: CN(CC1=CN=C2C(=N1)C(=NC(=N2)N)N)C3=CC=C(C=C3)C(=O)NC(CCC(=O)O)C(=O)O. Cell line: SK-MEL-2. Synergy scores: CSS=36.6, Synergy_ZIP=-4.17, Synergy_Bliss=-0.0456, Synergy_Loewe=-6.48, Synergy_HSA=-0.417.